This data is from Peptide-MHC class II binding affinity with 134,281 pairs from IEDB. The task is: Regression. Given a peptide amino acid sequence and an MHC pseudo amino acid sequence, predict their binding affinity value. This is MHC class II binding data. (1) The peptide sequence is PVLSAFKKFPKFNRV. The MHC is DRB1_0401 with pseudo-sequence DRB1_0401. The binding affinity (normalized) is 0.396. (2) The peptide sequence is YDKFLANVSIVLTGK. The MHC is DRB1_0404 with pseudo-sequence DRB1_0404. The binding affinity (normalized) is 0.607. (3) The peptide sequence is GMLPVCPLIPGSTTT. The MHC is DRB1_1501 with pseudo-sequence DRB1_1501. The binding affinity (normalized) is 0.0641. (4) The peptide sequence is SSDDQVSLIKIPCLS. The MHC is H-2-IAb with pseudo-sequence H-2-IAb. The binding affinity (normalized) is 0. (5) The peptide sequence is GEPIRFLLSYGEKDF. The MHC is HLA-DPA10201-DPB10101 with pseudo-sequence HLA-DPA10201-DPB10101. The binding affinity (normalized) is 0.473. (6) The peptide sequence is PAGVCPTIGVGGNFA. The MHC is HLA-DQA10401-DQB10402 with pseudo-sequence HLA-DQA10401-DQB10402. The binding affinity (normalized) is 0.0813. (7) The peptide sequence is QGEPGRVIRGKKGAG. The MHC is HLA-DQA10501-DQB10301 with pseudo-sequence HLA-DQA10501-DQB10301. The binding affinity (normalized) is 0.435. (8) The peptide sequence is EFVTLAAKFIIEEDS. The MHC is DRB1_1201 with pseudo-sequence DRB1_1201. The binding affinity (normalized) is 0.376. (9) The peptide sequence is CPLDHVNTLHFLTRG. The MHC is DRB1_1302 with pseudo-sequence DRB1_1302. The binding affinity (normalized) is 0.453. (10) The peptide sequence is PRSPTVFYNIPPMPLPPSQL. The MHC is DRB3_0101 with pseudo-sequence DRB3_0101. The binding affinity (normalized) is 0.803.